Predict which catalyst facilitates the given reaction. From a dataset of Catalyst prediction with 721,799 reactions and 888 catalyst types from USPTO. Reactant: [F:1][C:2]1[CH:3]=[C:4]([CH:7]=[CH:8][CH:9]=1)[CH2:5][NH2:6].CN(C(ON1N=NC2C=CC=NC1=2)=[N+](C)C)C.F[P-](F)(F)(F)(F)F.CCN(CC)CC.[OH:41][C:42]1[C:51]([C:52](O)=[O:53])=[C:50]([CH3:55])[C:49]2[C:44](=[CH:45][C:46]([C:56]([F:59])([F:58])[F:57])=[CH:47][CH:48]=2)[N:43]=1. Product: [F:1][C:2]1[CH:3]=[C:4]([CH:7]=[CH:8][CH:9]=1)[CH2:5][NH:6][C:52]([C:51]1[C:42]([OH:41])=[N:43][C:44]2[C:49]([C:50]=1[CH3:55])=[CH:48][CH:47]=[C:46]([C:56]([F:58])([F:59])[F:57])[CH:45]=2)=[O:53]. The catalyst class is: 49.